From a dataset of NCI-60 drug combinations with 297,098 pairs across 59 cell lines. Regression. Given two drug SMILES strings and cell line genomic features, predict the synergy score measuring deviation from expected non-interaction effect. (1) Drug 1: CN(CC1=CN=C2C(=N1)C(=NC(=N2)N)N)C3=CC=C(C=C3)C(=O)NC(CCC(=O)O)C(=O)O. Drug 2: COC1=NC(=NC2=C1N=CN2C3C(C(C(O3)CO)O)O)N. Cell line: MOLT-4. Synergy scores: CSS=57.6, Synergy_ZIP=1.54, Synergy_Bliss=2.42, Synergy_Loewe=1.83, Synergy_HSA=2.70. (2) Drug 1: CN1C2=C(C=C(C=C2)N(CCCl)CCCl)N=C1CCCC(=O)O.Cl. Drug 2: CC1=C(C=C(C=C1)C(=O)NC2=CC(=CC(=C2)C(F)(F)F)N3C=C(N=C3)C)NC4=NC=CC(=N4)C5=CN=CC=C5. Cell line: A549. Synergy scores: CSS=-1.68, Synergy_ZIP=1.52, Synergy_Bliss=-0.268, Synergy_Loewe=-0.504, Synergy_HSA=-1.97. (3) Drug 1: CCN(CC)CCNC(=O)C1=C(NC(=C1C)C=C2C3=C(C=CC(=C3)F)NC2=O)C. Drug 2: C#CCC(CC1=CN=C2C(=N1)C(=NC(=N2)N)N)C3=CC=C(C=C3)C(=O)NC(CCC(=O)O)C(=O)O. Cell line: OVCAR-4. Synergy scores: CSS=49.4, Synergy_ZIP=1.52, Synergy_Bliss=-0.879, Synergy_Loewe=-28.0, Synergy_HSA=-0.149. (4) Drug 1: CC(C1=C(C=CC(=C1Cl)F)Cl)OC2=C(N=CC(=C2)C3=CN(N=C3)C4CCNCC4)N. Drug 2: C1CCC(CC1)NC(=O)N(CCCl)N=O. Cell line: M14. Synergy scores: CSS=6.19, Synergy_ZIP=2.40, Synergy_Bliss=6.02, Synergy_Loewe=2.15, Synergy_HSA=2.52.